This data is from Catalyst prediction with 721,799 reactions and 888 catalyst types from USPTO. The task is: Predict which catalyst facilitates the given reaction. (1) Reactant: [CH2:1]([O:3][C:4](=[O:39])[C:5]1[CH:10]=[CH:9][C:8]([NH:11][C:12](=[O:38])[CH:13]([N:20]2[C:24]3[CH:25]=[C:26]([F:30])[C:27]([F:29])=[CH:28][C:23]=3[N:22]=[C:21]2[C:31]2[CH:36]=[CH:35][C:34]([Cl:37])=[CH:33][CH:32]=2)[CH:14]2[CH2:19][CH2:18][CH2:17][CH2:16][CH2:15]2)=[CH:7][CH:6]=1)C.ClC1C=CC(C2N(C(C3CCCCC3)C(NC[C@H]3CC[C@H](C(O)=O)CC3)=O)C3C=CC(F)=CC=3N=2)=CC=1.COC(=O)C1C=CC(N)=C([C:87]([F:90])([F:89])[F:88])C=1. Product: [CH3:1][O:3][C:4](=[O:39])[C:5]1[CH:6]=[CH:7][C:8]([NH:11][C:12](=[O:38])[CH:13]([N:20]2[C:24]3[CH:25]=[C:26]([F:30])[C:27]([F:29])=[CH:28][C:23]=3[N:22]=[C:21]2[C:31]2[CH:32]=[CH:33][C:34]([Cl:37])=[CH:35][CH:36]=2)[CH:14]2[CH2:19][CH2:18][CH2:17][CH2:16][CH2:15]2)=[C:9]([C:87]([F:90])([F:89])[F:88])[CH:10]=1. The catalyst class is: 17. (2) Reactant: [CH2:1]([C:3]1[NH:11][C:6]2=[N:7][CH:8]=[CH:9][CH:10]=[C:5]2[N:4]=1)[CH3:2].[Cl:12]C1C=CC=C(C(OO)=O)C=1.P(Cl)(Cl)(Cl)=O.N. Product: [Cl:12][C:10]1[CH:9]=[CH:8][N:7]=[C:6]2[NH:11][C:3]([CH2:1][CH3:2])=[N:4][C:5]=12. The catalyst class is: 22.